From a dataset of Full USPTO retrosynthesis dataset with 1.9M reactions from patents (1976-2016). Predict the reactants needed to synthesize the given product. (1) Given the product [C:16]([O:15][C:13]([N:20]1[CH2:25][CH2:24][CH2:23][CH:22]([C:26]2[O:1][N:2]=[C:3]([C:4]3[CH:9]=[CH:8][C:7]([O:10][CH3:11])=[CH:6][CH:5]=3)[N:12]=2)[CH2:21]1)=[O:14])([CH3:19])([CH3:17])[CH3:18], predict the reactants needed to synthesize it. The reactants are: [OH:1][NH:2][C:3](=[NH:12])[C:4]1[CH:9]=[CH:8][C:7]([O:10][CH3:11])=[CH:6][CH:5]=1.[C:13]([N:20]1[CH2:25][CH2:24][CH2:23][CH:22]([C:26](O)=O)[CH2:21]1)([O:15][C:16]([CH3:19])([CH3:18])[CH3:17])=[O:14].C1C=CC2N(O)N=NC=2C=1.CCN=C=NCCCN(C)C.Cl. (2) Given the product [Cl:1][C:2]1[CH:3]=[C:4]([C:8]2([CH:12]3[C:21]4[C:16](=[CH:17][CH:18]=[C:19]([O:22][CH2:23][CH2:24][NH:25][S:26]([CH2:29][CH2:30][CH3:31])(=[O:28])=[O:27])[CH:20]=4)[CH2:15][CH2:14][N:13]3[CH2:33][C:32]#[N:34])[CH2:9][CH2:10][CH2:11]2)[CH:5]=[CH:6][CH:7]=1, predict the reactants needed to synthesize it. The reactants are: [Cl:1][C:2]1[CH:3]=[C:4]([C:8]2([CH:12]3[C:21]4[C:16](=[CH:17][CH:18]=[C:19]([O:22][CH2:23][CH2:24][NH:25][S:26]([CH2:29][CH2:30][CH3:31])(=[O:28])=[O:27])[CH:20]=4)[CH2:15][CH2:14][NH:13]3)[CH2:11][CH2:10][CH2:9]2)[CH:5]=[CH:6][CH:7]=1.[CH2:32]([N:34](CC)CC)[CH3:33].BrCC#N. (3) Given the product [CH2:1]([N:3]1[CH2:4][CH:5]=[C:6]([C:9]2[C:17]3[C:12](=[CH:13][CH:14]=[C:15]([NH2:18])[CH:16]=3)[NH:11][CH:10]=2)[CH2:7][CH2:8]1)[CH3:2], predict the reactants needed to synthesize it. The reactants are: [CH2:1]([N:3]1[CH2:8][CH:7]=[C:6]([C:9]2[C:17]3[C:12](=[CH:13][CH:14]=[C:15]([N+:18]([O-])=O)[CH:16]=3)[NH:11][CH:10]=2)[CH2:5][CH2:4]1)[CH3:2].O.NN.N.C(Cl)Cl. (4) Given the product [CH2:1]([CH:5]1[C:9]2[CH:10]=[C:11]([NH:16][C:17](=[O:23])[CH2:18][C:19]([CH3:22])([CH3:21])[CH3:20])[C:12]([CH3:15])=[C:13]([CH3:14])[C:8]=2[O:7][C:6]1([CH3:24])[CH3:25])[CH2:2][CH2:3][CH3:4], predict the reactants needed to synthesize it. The reactants are: [CH2:1]([C:5]1(O)[C:9]2[CH:10]=[C:11]([NH:16][C:17](=[O:23])[CH2:18][C:19]([CH3:22])([CH3:21])[CH3:20])[C:12]([CH3:15])=[C:13]([CH3:14])[C:8]=2[O:7][C:6]1([CH3:25])[CH3:24])[CH2:2][CH2:3][CH3:4]. (5) Given the product [CH3:25][N:24]1[C:20]([C:12]([OH:13])([C:14]2[N:18]([CH3:19])[N:17]=[N:16][CH:15]=2)[C:9]2[CH:10]=[C:11]3[C:6](=[CH:7][CH:8]=2)[N:5]=[C:4]([O:27][CH3:28])[C:3]([CH2:29][C:30]2[CH:35]=[CH:34][C:33]([C:36]([F:37])([F:38])[F:39])=[CH:32][CH:31]=2)=[C:2]3[C:75]#[N:77])=[CH:21][N:22]=[C:23]1[CH3:26], predict the reactants needed to synthesize it. The reactants are: Cl[C:2]1[C:11]2[C:6](=[CH:7][CH:8]=[C:9]([C:12]([C:20]3[N:24]([CH3:25])[C:23]([CH3:26])=[N:22][CH:21]=3)([C:14]3[N:18]([CH3:19])[N:17]=[N:16][CH:15]=3)[OH:13])[CH:10]=2)[N:5]=[C:4]([O:27][CH3:28])[C:3]=1[CH2:29][C:30]1[CH:35]=[CH:34][C:33]([C:36]([F:39])([F:38])[F:37])=[CH:32][CH:31]=1.CC(C1C=C(C(C)C)C(C2C=CC=CC=2P(C2CCCCC2)C2CCCCC2)=C(C(C)C)C=1)C.C[C:75]([N:77](C)C)=O. (6) Given the product [CH2:22]([NH:19][C:20]([N:8]1[C:4]2=[N:5][CH:6]=[CH:7][C:2]([CH3:1])=[C:3]2[NH:10][C:9]1=[O:18])=[O:21])[CH2:23][CH2:24][CH2:25][CH2:26][CH3:27], predict the reactants needed to synthesize it. The reactants are: [CH3:1][C:2]1[CH:7]=[CH:6][N:5]=[C:4]2[NH:8][C:9](=[O:18])[N:10](C(OC(C)(C)C)=O)[C:3]=12.[N:19]([CH2:22][CH2:23][CH2:24][CH2:25][CH2:26][CH3:27])=[C:20]=[O:21].